From a dataset of Reaction yield outcomes from USPTO patents with 853,638 reactions. Predict the reaction yield, written as a fraction of the theoretical maximum amount of product (1.0 means a 100% yield; for example, 0.34 means a 34% yield). The reactants are [S:1]1[CH:5]=[CH:4][N:3]=[CH:2]1.C([Mg]Cl)(C)C.[Cl-].[Li+].[F:13][CH:14]([F:20])[C:15](OCC)=[O:16]. The catalyst is C1COCC1.C(OCC)(=O)C. The product is [F:13][CH:14]([F:20])[C:15]([C:2]1[S:1][CH:5]=[CH:4][N:3]=1)=[O:16]. The yield is 0.920.